From a dataset of Forward reaction prediction with 1.9M reactions from USPTO patents (1976-2016). Predict the product of the given reaction. (1) Given the reactants [Br:1][C:2]1[CH:7]=[CH:6][C:5](I)=[CH:4][CH:3]=1.[CH2:9]([N:14]1[CH:18]=[C:17](B(O)O)[CH:16]=[N:15]1)[CH2:10][CH:11]([CH3:13])[CH3:12].C([O-])(=O)C.[K+].C([O-])([O-])=O.[Cs+].[Cs+], predict the reaction product. The product is: [CH2:9]([N:14]1[CH:18]=[C:17]([C:5]2[CH:6]=[CH:7][C:2]([Br:1])=[CH:3][CH:4]=2)[CH:16]=[N:15]1)[CH2:10][CH:11]([CH3:13])[CH3:12]. (2) Given the reactants [CH3:1][O:2][C:3]([C@H:5]1[CH2:8][C@H:7]([O:9]CC2C=CC=CC=2)[CH2:6]1)=[O:4], predict the reaction product. The product is: [CH3:1][O:2][C:3]([C@H:5]1[CH2:8][C@H:7]([OH:9])[CH2:6]1)=[O:4]. (3) The product is: [CH3:28][C:27](=[CH2:26])[CH2:29][C:2]1[N:11]=[C:10]2[N:4]([CH2:5][CH2:6][C:7]3[CH:23]=[CH:22][CH:21]=[CH:20][C:8]=3[CH:9]2[O:12][CH:13]2[CH2:18][CH2:17][N:16]([CH3:19])[CH2:15][CH2:14]2)[C:3]=1[C:24]#[N:25]. Given the reactants I[C:2]1[N:11]=[C:10]2[N:4]([CH2:5][CH2:6][C:7]3[CH:23]=[CH:22][CH:21]=[CH:20][C:8]=3[CH:9]2[O:12][CH:13]2[CH2:18][CH2:17][N:16]([CH3:19])[CH2:15][CH2:14]2)[C:3]=1[C:24]#[N:25].[CH2:26]([Sn](CCCC)(CCCC)CCCC)[C:27](=[CH2:29])[CH3:28].[K].[Li+].[Cl-], predict the reaction product. (4) The product is: [CH2:19]([C:21]1[CH:22]=[C:23]([CH:62]=[CH:63][C:64]=1[CH2:65][CH3:66])[CH2:24][C@@H:25]([NH:41][C:42]([N:44]1[CH2:49][CH2:48][CH:47]([N:50]2[CH2:56][CH2:55][C:54]3[CH:57]=[CH:58][CH:59]=[CH:60][C:53]=3[NH:52][C:51]2=[O:61])[CH2:46][CH2:45]1)=[O:43])[C:26]([N:28]1[CH2:29][CH2:30][N:31]([CH:34]2[CH2:35][CH2:36][N:37]([CH3:40])[CH2:38][CH2:39]2)[CH2:32][CH2:33]1)=[O:27])[CH3:20].[C:1]1([S:15]([O-:18])(=[O:17])=[O:16])[C:10]2[CH:9]=[CH:8][CH:7]=[C:6]([S:11]([O-:14])(=[O:13])=[O:12])[C:5]=2[CH:4]=[CH:3][CH:2]=1. Given the reactants [C:1]1([S:15]([OH:18])(=[O:17])=[O:16])[C:10]2[CH:9]=[CH:8][CH:7]=[C:6]([S:11]([OH:14])(=[O:13])=[O:12])[C:5]=2[CH:4]=[CH:3][CH:2]=1.[CH2:19]([C:21]1[CH:22]=[C:23]([CH:62]=[CH:63][C:64]=1[CH2:65][CH3:66])[CH2:24][C@@H:25]([NH:41][C:42]([N:44]1[CH2:49][CH2:48][CH:47]([N:50]2[CH2:56][CH2:55][C:54]3[CH:57]=[CH:58][CH:59]=[CH:60][C:53]=3[NH:52][C:51]2=[O:61])[CH2:46][CH2:45]1)=[O:43])[C:26]([N:28]1[CH2:33][CH2:32][N:31]([CH:34]2[CH2:39][CH2:38][N:37]([CH3:40])[CH2:36][CH2:35]2)[CH2:30][CH2:29]1)=[O:27])[CH3:20], predict the reaction product. (5) Given the reactants [Br-].[CH2:2]([N:9]1[C:18]([C:19]2[CH:24]=[CH:23][C:22]([C:25]([F:28])([F:27])[F:26])=[CH:21][CH:20]=2)=[C:17]2[C:12]([CH:13]=[CH:14][CH:15]=[NH+:16]2)=[C:11]([CH3:29])[CH2:10]1)[C:3]1[CH:8]=[CH:7][CH:6]=[CH:5][CH:4]=1.[BH4-].[Na+], predict the reaction product. The product is: [CH2:2]([N:9]1[CH:18]([C:19]2[CH:20]=[CH:21][C:22]([C:25]([F:28])([F:26])[F:27])=[CH:23][CH:24]=2)[C:17]2[N:16]=[CH:15][CH:14]=[CH:13][C:12]=2[C:11]([CH3:29])=[CH:10]1)[C:3]1[CH:8]=[CH:7][CH:6]=[CH:5][CH:4]=1. (6) Given the reactants [H-].[Na+].[CH2:3]1[O:11][C:10]2[CH:9]=[CH:8][C:7]([CH2:12][CH2:13][C:14]([O:16][CH2:17][CH3:18])=[O:15])=[CH:6][C:5]=2[O:4]1.[CH:19](OCC)=[O:20], predict the reaction product. The product is: [CH:19]([CH:13]([CH2:12][C:7]1[CH:8]=[CH:9][C:10]2[O:11][CH2:3][O:4][C:5]=2[CH:6]=1)[C:14]([O:16][CH2:17][CH3:18])=[O:15])=[O:20]. (7) Given the reactants [F:1][C:2]1[CH:7]=[C:6]([C:8]#[N:9])[CH:5]=[CH:4][C:3]=1[C:10]1[CH:15]=[CH:14][CH:13]=[CH:12][CH:11]=1.Cl.[NH2:17][OH:18].C(=O)([O-])O.[Na+], predict the reaction product. The product is: [F:1][C:2]1[CH:7]=[C:6]([C:8]([NH:17][OH:18])=[NH:9])[CH:5]=[CH:4][C:3]=1[C:10]1[CH:11]=[CH:12][CH:13]=[CH:14][CH:15]=1. (8) Given the reactants Br[C:2]1[CH:11]=[CH:10][C:9]2[N:8]=[C:7]([NH2:12])[C:6]3[N:13]=[CH:14][N:15]([CH2:16][CH:17]([CH3:19])[CH3:18])[C:5]=3[C:4]=2[CH:3]=1.[S:20]1[CH:24]=[CH:23][C:22](B(O)O)=[CH:21]1, predict the reaction product. The product is: [CH2:16]([N:15]1[C:5]2[C:4]3[CH:3]=[C:2]([C:22]4[CH:23]=[CH:24][S:20][CH:21]=4)[CH:11]=[CH:10][C:9]=3[N:8]=[C:7]([NH2:12])[C:6]=2[N:13]=[CH:14]1)[CH:17]([CH3:19])[CH3:18].